This data is from Reaction yield outcomes from USPTO patents with 853,638 reactions. The task is: Predict the reaction yield, written as a fraction of the theoretical maximum amount of product (1.0 means a 100% yield; for example, 0.34 means a 34% yield). (1) The reactants are Br[CH2:2][C:3]1[CH:8]=[CH:7][CH:6]=[C:5]([N+:9]([O-:11])=[O:10])[CH:4]=1.[C-:12]#[N:13].[Na+]. The catalyst is CN(C=O)C. The product is [N+:9]([C:5]1[CH:4]=[C:3]([CH2:2][C:12]#[N:13])[CH:8]=[CH:7][CH:6]=1)([O-:11])=[O:10]. The yield is 0.330. (2) The yield is 0.990. The reactants are [Br:1][C:2]1[CH:7]=[CH:6][C:5]([CH:8]([NH2:10])[CH3:9])=[CH:4][CH:3]=1.[C:11]([O:15][C:16](O[C:16]([O:15][C:11]([CH3:14])([CH3:13])[CH3:12])=[O:17])=[O:17])([CH3:14])([CH3:13])[CH3:12].Cl.CCOCC. The product is [C:11]([O:15][C:16]([NH:10][C@H:8]([C:5]1[CH:6]=[CH:7][C:2]([Br:1])=[CH:3][CH:4]=1)[CH3:9])=[O:17])([CH3:14])([CH3:13])[CH3:12]. The catalyst is ClCCl. (3) The reactants are Br[C:2]1[CH:10]=[C:9]2[C:5]([CH:6]=[CH:7][N:8]2[CH3:11])=[CH:4][CH:3]=1.[C:12]([C:16]1[CH:21]=[CH:20][C:19](B(O)O)=[CH:18][CH:17]=1)([CH3:15])([CH3:14])[CH3:13].C(=O)([O-])[O-].[K+].[K+].C1(C)C=CC=CC=1. The catalyst is O.C(O)C.[Pd].C1(P(C2C=CC=CC=2)C2C=CC=CC=2)C=CC=CC=1.C1(P(C2C=CC=CC=2)C2C=CC=CC=2)C=CC=CC=1.C1(P(C2C=CC=CC=2)C2C=CC=CC=2)C=CC=CC=1.C1(P(C2C=CC=CC=2)C2C=CC=CC=2)C=CC=CC=1. The product is [C:12]([C:16]1[CH:21]=[CH:20][C:19]([C:2]2[CH:10]=[C:9]3[C:5]([CH:6]=[CH:7][N:8]3[CH3:11])=[CH:4][CH:3]=2)=[CH:18][CH:17]=1)([CH3:15])([CH3:14])[CH3:13]. The yield is 0.560.